This data is from Serine/threonine kinase 33 screen with 319,792 compounds. The task is: Binary Classification. Given a drug SMILES string, predict its activity (active/inactive) in a high-throughput screening assay against a specified biological target. (1) The molecule is O(c1c2c(nc(c1)c1ccccc1)cc(OC)cc2)C. The result is 0 (inactive). (2) The molecule is O=C(N(c1c(n(CCCC)c(=O)[nH]c1=O)N)CCOC)CN1C(Cc2c1cccc2)C. The result is 0 (inactive). (3) The drug is O1CCN(CC1)c1nc(NCC)nc(Oc2nn(c3ccccc3)c(=O)cc2)n1. The result is 0 (inactive). (4) The compound is Brc1cc(S(=O)(=O)N2CCN(CC2)c2c(OC)cccc2)c(nc1)N. The result is 0 (inactive). (5) The molecule is S(CC[N+](CC(=O)Nc1ccccc1)(C)C)c1nc(cc(c1C#N)COC)C. The result is 0 (inactive). (6) The drug is S(c1ccc(CCNC(=O)C2CN(CCC2)c2ncnc3n4c(nc23)CCCCC4)cc1)C. The result is 0 (inactive). (7) The compound is s1n(CC(=O)N2CCN(CC2)C(=O)c2occc2)c(=O)c2c1cccc2. The result is 0 (inactive). (8) The drug is S(=O)(=O)(N1CCOCC1)c1cc(NC(=O)CSCc2c(onc2C)C)c(cc1)C. The result is 0 (inactive). (9) The result is 0 (inactive). The compound is Brc1ccc(CC(=O)NCCc2c3c([nH]c2)ccc(OC)c3)cc1. (10) The drug is O=C(NC(c1ccccc1)c1ccccc1)c1cc(ccc1)COC. The result is 0 (inactive).